This data is from Full USPTO retrosynthesis dataset with 1.9M reactions from patents (1976-2016). The task is: Predict the reactants needed to synthesize the given product. (1) Given the product [O:1]=[C:2]1[NH:6][C:5]2[CH:7]=[C:8]([CH2:11][C:12]([NH:28][C@@H:21]([C:15]3[CH:20]=[CH:19][CH:18]=[CH:17][CH:16]=3)[CH2:22][N:23]3[CH2:24][CH2:25][CH2:26][CH2:27]3)=[O:14])[CH:9]=[CH:10][C:4]=2[S:3]1, predict the reactants needed to synthesize it. The reactants are: [O:1]=[C:2]1[NH:6][C:5]2[CH:7]=[C:8]([CH2:11][C:12]([OH:14])=O)[CH:9]=[CH:10][C:4]=2[S:3]1.[C:15]1([C@H:21]([NH2:28])[CH2:22][N:23]2[CH2:27][CH2:26][CH2:25][CH2:24]2)[CH:20]=[CH:19][CH:18]=[CH:17][CH:16]=1.CCN=C=NCCCN(C)C.C1C=CC2N(O)N=NC=2C=1. (2) Given the product [C:43]([C:42]1[N:38]2[C:39]([C:34]([N:33]([CH:30]3[CH2:32][CH2:31]3)[CH2:49][C:50]3[CH:55]=[CH:54][C:53]([O:56][CH3:57])=[CH:52][CH:51]=3)=[N:35][C:36]([NH:1][C:2]3[CH:3]=[C:4]([N:16]([CH2:21][C:22]4[CH:23]=[CH:24][C:25]([O:28][CH3:29])=[CH:26][CH:27]=4)[C:17](=[O:20])[O:18][CH3:19])[CH:5]=[C:6]([N:9]4[CH2:10][CH2:11][N:12]([CH3:15])[CH2:13][CH2:14]4)[C:7]=3[F:8])=[N:37]2)=[N:40][CH:41]=1)#[N:44], predict the reactants needed to synthesize it. The reactants are: [NH2:1][C:2]1[CH:3]=[C:4]([N:16]([CH2:21][C:22]2[CH:27]=[CH:26][C:25]([O:28][CH3:29])=[CH:24][CH:23]=2)[C:17](=[O:20])[O:18][CH3:19])[CH:5]=[C:6]([N:9]2[CH2:14][CH2:13][N:12]([CH3:15])[CH2:11][CH2:10]2)[C:7]=1[F:8].[CH:30]1([N:33]([CH2:49][C:50]2[CH:55]=[CH:54][C:53]([O:56][CH3:57])=[CH:52][CH:51]=2)[C:34]2[C:39]3=[N:40][CH:41]=[C:42]([C:43]#[N:44])[N:38]3[N:37]=[C:36](S(C)(=O)=O)[N:35]=2)[CH2:32][CH2:31]1.C([O-])([O-])=O.[Cs+].[Cs+].